This data is from Experimentally validated miRNA-target interactions with 360,000+ pairs, plus equal number of negative samples. The task is: Binary Classification. Given a miRNA mature sequence and a target amino acid sequence, predict their likelihood of interaction. (1) The miRNA is hsa-miR-513a-3p with sequence UAAAUUUCACCUUUCUGAGAAGG. The protein sequence of the target gene is MMWSNFFLQEENRRRGAAGRRRAHGQGRSGLTPEREGKVKLALLLAAVGATLAVLSVGTEFWVELNTYKANGSAVCEAAHLGLWKACTKRLWQADVPVDRDTCGPAELPGEANCTYFKFFTTGENARIFQRTTKKEVNLAAAVIAVLGLAVMALGCLCIIMVLSKGAEFLLRVGAVCFGLSGLLLLVSLEVFRHSVRALLQRVSPEPPPAPRLTYEYSWSLGCGVGAGLILLLGAGCFLLLTLPSWPWGSLCPKRGHRAT. Result: 1 (interaction). (2) The miRNA is hsa-miR-190a-3p with sequence CUAUAUAUCAAACAUAUUCCU. Result: 0 (no interaction). The protein sequence of the target gene is MAVGKFLLGSLLLLSLQLGQGWGPDARGVPVADGEFSSEQVAKAGGTWLGTHRPLARLRRALSGPCQLWSLTLSVAELGLGYASEEKVIFRYCAGSCPRGARTQHGLALARLQGQGRAHGGPCCRPTRYTDVAFLDDRHRWQRLPQLSAAACGCGG. (3) The miRNA is mmu-miR-337-3p with sequence UCAGCUCCUAUAUGAUGCCUUU. The protein sequence of the target gene is MSPEEWTYLVVLLISIPIGFLFKKAGPGLKRWGAAAVGLGLTLFTCGPHTLHSLVTILGTWALIQAQPCSCHALALAWTFSYLLFFRALSLLGLPTPTPFTNAVQLLLTLKLVSLASEVQDLHLAQRKEMASGFSKGPTLGLLPDVPSLMETLSYSYCYVGIMTGPFFRYRTYLDWLEQPFPGAVPSLRPLLRRAWPAPLFGLLFLLSSHLFPLEAVREDAFYARPLPARLFYMIPVFFAFRMRFYVAWIAAECGCIAAGFGAYPVAAKARAGGGPTLQCPPPSSPEKAASLEYDYETIR.... Result: 0 (no interaction). (4) The miRNA is mmu-miR-539-3p with sequence CAUACAAGGAUAAUUUCUUUUU. The protein sequence of the target gene is MKCFFPVLSCLAVLGVVSAQRQVTVQEGPLYRTESSHITIWCNVSGYQGPSEQNFQWSIYLPSAPEREVQIVSTVDSSFPYAIYTQRVRGGKIYVERIQGNSALLHITDLQARDAGEYECHTPNTDERYFGSYSAKMNLVVIPDSLQTTAVPQTLHKVEQDPLELSCEVATETVQHTHLSVSWLRQKGGENPVEVISLSRDFILHSSSEYAQRQSLGEVRLDKLGRSTFRLTIFHLQPSDQGEFYCEAAEWIQDPDGSWYAMTRKRSEGAVVNVQPTDKEFTVRLETDKRLHTVGEPVEF.... Result: 1 (interaction). (5) The miRNA is hsa-miR-219a-2-3p with sequence AGAAUUGUGGCUGGACAUCUGU. The protein sequence of the target gene is MSGRGKQGGKARAKAKSRSSRAGLQFPVGRVHRLLRKGNYSERVGAGAPVYLAAVLEYLTAEILELAGNAARDNKKTRIIPRHLQLAIRNDEELNKLLGRVTIAQGGVLPNIQAVLLPKKTESHHKAKGK. Result: 0 (no interaction). (6) The miRNA is hsa-miR-5695 with sequence ACUCCAAGAAGAAUCUAGACAG. The protein sequence of the target gene is MKFPIETPRKQVNWDPKVAVPAAAPPVCQPKSATNGHHPVPRLSISSRATVVARMEGASQGGLQTVMKWKTVVAIFVVVVVYLVTGGLVFRALEQPFESSQKNTIALEKAEFLRDHICVSPQELETLIQHALDADNAGVSPVGNSSNSSSHWDLGSAFFFAGTVITTIGYGNIAPSTEGGKIFCILYAIFGIPLFGFLLAGIGDQLGTIFGKSIARVEKVFRKKQVSQTKIRVISTILFILAGCIVFVTIPAVIFKYIEGWTALESIYFVVVTLTTVGFGDFVAGGNAGINYREWYKPLV.... Result: 0 (no interaction). (7) Result: 0 (no interaction). The miRNA is hsa-miR-4530 with sequence CCCAGCAGGACGGGAGCG. The protein sequence of the target gene is MAPPGLPLWLLSTALLSLLAGSSAFLSHPRLKGRFQRDRRNIRPNIILVLTDDQDVELGSMQVMNKTRRIMEQGGAHFINAFVTTPMCCPSRSSILTGKYVHNHNTYTNNENCSSPSWQAQHESRTFAVYLNSTGYRTAFFGKYLNEYNGSYVPPGWKEWVGLLKNSRFYNYTLCRNGVKEKHGSDYSTDYLTDLITNDSVSFFRTSKKMYPHRPVLMVISHAAPHGPEDSAPQYSRLFPNASQHITPSYNYAPNPDKHWIMRYTGPMKPIHMEFTNMLQRKRLQTLMSVDDSMETIYDM.... (8) The miRNA is dme-miR-2c-3p with sequence UAUCACAGCCAGCUUUGAUGGGC. The protein sequence of the target gene is MAWRPGERGAPASRPRLALLLLLLLLPLPSGAWYKHVASPRYHTVGRAAGLLMGLRRSPYLWRRALRAAAGPLARDTLSPEPAAREAPLLLPSWVQELWETRRRSSQAGIPVRAPRSPRAPEPALEPESLDFSGAGQRLRRDVSRPAVDPAANRLGLPCLAPGPF. Result: 0 (no interaction). (9) The miRNA is mmu-miR-497a-5p with sequence CAGCAGCACACUGUGGUUUGUA. The protein sequence of the target gene is MAQEEGGSLPEVRARVRAAHGIPDLAQKLHFYDRWAPDYDQDVATLLYRAPRLAVDCLTQALPGPPHSALILDVACGTGLVAAELRAPGFLQLHGVDGSPGMLEQAQAPGLYQRLSLCTLGQEPLPSPEGTFDAVLIVGALSDGQVPCNAIPELHVTKPGGLVCLTTRTNSSNLQYKEALEATLDRLEQAGMWEGLVAWPVDRLWTAGSWLPPSWRWYPASLPRMASSPALSTCTESGRRPRLRK. Result: 0 (no interaction).